Task: Regression. Given two drug SMILES strings and cell line genomic features, predict the synergy score measuring deviation from expected non-interaction effect.. Dataset: NCI-60 drug combinations with 297,098 pairs across 59 cell lines (1) Drug 1: CCC1=CC2CC(C3=C(CN(C2)C1)C4=CC=CC=C4N3)(C5=C(C=C6C(=C5)C78CCN9C7C(C=CC9)(C(C(C8N6C)(C(=O)OC)O)OC(=O)C)CC)OC)C(=O)OC.C(C(C(=O)O)O)(C(=O)O)O. Drug 2: CC1CCCC2(C(O2)CC(NC(=O)CC(C(C(=O)C(C1O)C)(C)C)O)C(=CC3=CSC(=N3)C)C)C. Cell line: NCI-H522. Synergy scores: CSS=54.5, Synergy_ZIP=-1.48, Synergy_Bliss=-0.867, Synergy_Loewe=-0.0748, Synergy_HSA=-0.0334. (2) Drug 1: COC1=CC(=CC(=C1O)OC)C2C3C(COC3=O)C(C4=CC5=C(C=C24)OCO5)OC6C(C(C7C(O6)COC(O7)C8=CC=CS8)O)O. Drug 2: CC1=C(C(=CC=C1)Cl)NC(=O)C2=CN=C(S2)NC3=CC(=NC(=N3)C)N4CCN(CC4)CCO. Cell line: SR. Synergy scores: CSS=80.5, Synergy_ZIP=9.85, Synergy_Bliss=9.12, Synergy_Loewe=-1.87, Synergy_HSA=10.1. (3) Drug 1: C1=CC(=CC=C1C#N)C(C2=CC=C(C=C2)C#N)N3C=NC=N3. Drug 2: C1=NC2=C(N=C(N=C2N1C3C(C(C(O3)CO)O)O)F)N. Cell line: HT29. Synergy scores: CSS=-2.98, Synergy_ZIP=2.02, Synergy_Bliss=-0.813, Synergy_Loewe=-4.69, Synergy_HSA=-4.50.